This data is from Full USPTO retrosynthesis dataset with 1.9M reactions from patents (1976-2016). The task is: Predict the reactants needed to synthesize the given product. (1) Given the product [Cl:1][C:2]1[CH:7]=[C:6]([C:8]([F:11])([F:10])[F:9])[CH:5]=[C:4]([Cl:12])[C:3]=1[N:13]1[C:17]([O:18][CH2:19][CH3:20])=[C:16]([S:21][C:22]([F:25])([F:23])[F:24])[C:15]([C:26]([NH2:27])=[O:29])=[N:14]1, predict the reactants needed to synthesize it. The reactants are: [Cl:1][C:2]1[CH:7]=[C:6]([C:8]([F:11])([F:10])[F:9])[CH:5]=[C:4]([Cl:12])[C:3]=1[N:13]1[C:17]([O:18][CH2:19][CH3:20])=[C:16]([S:21][C:22]([F:25])([F:24])[F:23])[C:15]([C:26]#[N:27])=[N:14]1.S(=O)(=O)(O)[OH:29]. (2) Given the product [CH2:17]([O:16][C:12]([CH:13]=[CH:14][C:2]1[CH:7]=[CH:6][C:5]([CH2:8][C:9]([OH:11])=[O:10])=[CH:4][CH:3]=1)=[O:15])[CH3:18], predict the reactants needed to synthesize it. The reactants are: Br[C:2]1[CH:7]=[CH:6][C:5]([CH2:8][C:9]([OH:11])=[O:10])=[CH:4][CH:3]=1.[C:12]([O:16][CH2:17][CH3:18])(=[O:15])[CH:13]=[CH2:14].C1(P(C2C=CC=CC=2)C2C=CC=CC=2)C=CC=CC=1.C(N(C(C)C)CC)(C)C.Cl. (3) Given the product [O:25]1[CH2:26][CH2:27][N:22]([C:3]2[C:2]([C:36]3[NH:35][N:34]=[CH:38][CH:37]=3)=[CH:21][C:6]([C:7]([NH:9][C:10]3[CH:15]=[CH:14][C:13]([O:16][C:17]([F:20])([F:19])[F:18])=[CH:12][CH:11]=3)=[O:8])=[CH:5][N:4]=2)[CH2:23][CH2:24]1, predict the reactants needed to synthesize it. The reactants are: Br[C:2]1[C:3]([N:22]2[CH2:27][CH2:26][O:25][CH2:24][CH2:23]2)=[N:4][CH:5]=[C:6]([CH:21]=1)[C:7]([NH:9][C:10]1[CH:15]=[CH:14][C:13]([O:16][C:17]([F:20])([F:19])[F:18])=[CH:12][CH:11]=1)=[O:8].O1CCCCC1[N:34]1[C:38](B2OC(C)(C)C(C)(C)O2)=[CH:37][CH:36]=[N:35]1.[O-]P([O-])([O-])=O.[K+].[K+].[K+].C(O)(C(F)(F)F)=O.